Dataset: Full USPTO retrosynthesis dataset with 1.9M reactions from patents (1976-2016). Task: Predict the reactants needed to synthesize the given product. (1) Given the product [C:1]([C:3]1[CH:4]=[C:5]2[C:10](=[CH:11][C:12]=1[O:13][C:14]1[CH:22]=[CH:21][C:17]([C:18](=[O:19])[NH:41][CH2:40][CH2:39][C:36]3[CH:37]=[CH:38][C:33]([CH2:32][N:30]([CH3:31])[CH3:29])=[CH:34][CH:35]=3)=[CH:16][CH:15]=1)[O:9][CH2:8][CH2:7][CH:6]2[C:23]([O:25][CH3:26])=[O:24])#[N:2], predict the reactants needed to synthesize it. The reactants are: [C:1]([C:3]1[CH:4]=[C:5]2[C:10](=[CH:11][C:12]=1[O:13][C:14]1[CH:22]=[CH:21][C:17]([C:18](O)=[O:19])=[CH:16][CH:15]=1)[O:9][CH2:8][CH2:7][CH:6]2[C:23]([O:25][CH3:26])=[O:24])#[N:2].Cl.Cl.[CH3:29][N:30]([CH2:32][C:33]1[CH:38]=[CH:37][C:36]([CH2:39][CH2:40][NH2:41])=[CH:35][CH:34]=1)[CH3:31].C(N(CC)C(C)C)(C)C. (2) Given the product [Cl:15][C:4]1[CH:5]=[C:6]2[C:10](=[C:2]([C:20]3[CH:21]=[CH:22][C:17]([Cl:16])=[CH:18][CH:19]=3)[CH:3]=1)[NH:9][C:8]([C:11]([NH2:13])=[O:12])=[C:7]2[CH3:14], predict the reactants needed to synthesize it. The reactants are: Br[C:2]1[CH:3]=[C:4]([Cl:15])[CH:5]=[C:6]2[C:10]=1[NH:9][C:8]([C:11]([NH2:13])=[O:12])=[C:7]2[CH3:14].[Cl:16][C:17]1[CH:22]=[CH:21][C:20](B(O)O)=[CH:19][CH:18]=1. (3) Given the product [C:13]([C:12]1[CH:11]=[CH:10][C:4]([C:5]([O:7][CH2:8][CH3:9])=[O:6])=[CH:3][C:2]=1[NH:29][C@H:26]1[CH2:25][CH2:24][C@H:23]([NH:19][C:20]([O:21][C:31]([CH3:57])([CH3:32])[CH3:30])=[O:22])[CH2:28][CH2:27]1)#[N:14], predict the reactants needed to synthesize it. The reactants are: Br[C:2]1[CH:3]=[C:4]([CH:10]=[CH:11][C:12]=1[C:13]#[N:14])[C:5]([O:7][CH2:8][CH3:9])=[O:6].CC([N:19]([C@H:23]1[CH2:28][CH2:27][C@H:26]([NH2:29])[CH2:25][CH2:24]1)[C:20](=[O:22])[O-:21])(C)C.[CH3:30][C:31]1(C)[C:57]2C(=C(P(C3C=CC=CC=3)C3C=CC=CC=3)C=CC=2)OC2C(P(C3C=CC=CC=3)C3C=CC=CC=3)=CC=C[C:32]1=2.C(=O)([O-])[O-].[Cs+].[Cs+]. (4) Given the product [Br:26][C:27]1[CH:36]=[C:35]2[C:30]([CH2:31][C:32]([CH3:45])([CH3:44])[CH2:33][C:34]2([CH2:14][C:13]([O:16][CH3:17])=[O:15])[NH:37][S:38]([C:40]([CH3:43])([CH3:42])[CH3:41])=[O:39])=[CH:29][CH:28]=1, predict the reactants needed to synthesize it. The reactants are: C(NC(C)C)(C)C.C([Li])CCC.[C:13]([O:16][CH3:17])(=[O:15])[CH3:14].[Li+].CC([N-]C(C)C)C.[Br:26][C:27]1[CH:36]=[C:35]2[C:30]([CH2:31][C:32]([CH3:45])([CH3:44])[CH2:33]/[C:34]/2=[N:37]\[S:38]([C:40]([CH3:43])([CH3:42])[CH3:41])=[O:39])=[CH:29][CH:28]=1.C([O-])(O)=O.[Na+]. (5) Given the product [CH2:27]([N:29]1[C:34]2[NH:35][C:1](=[O:2])[C:3]3[CH2:13][CH2:9][CH2:10][CH2:11][C:12]=3[C:33]=2[C:13]([CH:9]2[CH2:10][CH2:11][CH2:12][N:8]2[CH3:17])=[N:30]1)[CH3:28], predict the reactants needed to synthesize it. The reactants are: [C:1](O)([C:3](F)(F)F)=[O:2].[N:8]1([C:17](OCC2C=CC=CC=2)=O)[CH2:12][CH2:11][CH2:10][C@@H:9]1[C:13](OC)=O.[CH2:27]([NH:29][NH2:30])[CH3:28].Cl.F[C:33](F)(F)[CH2:34][NH:35]N. (6) Given the product [CH3:8][C:7]1[O:6][C:5]([C:9]2[CH:18]=[CH:17][C:12]([C:13]([O:15][CH3:16])=[O:14])=[CH:11][CH:10]=2)=[N:4][C:3]=1[CH2:2][S:32]([C:29]1[CH:28]=[CH:27][C:26]([CH2:25][N:19]2[CH2:24][CH2:23][CH2:22][CH2:21][CH2:20]2)=[CH:31][CH:30]=1)(=[O:33])=[O:34], predict the reactants needed to synthesize it. The reactants are: Cl[CH2:2][C:3]1[N:4]=[C:5]([C:9]2[CH:18]=[CH:17][C:12]([C:13]([O:15][CH3:16])=[O:14])=[CH:11][CH:10]=2)[O:6][C:7]=1[CH3:8].[N:19]1([CH2:25][C:26]2[CH:31]=[CH:30][C:29]([S:32]([O-:34])=[O:33])=[CH:28][CH:27]=2)[CH2:24][CH2:23][CH2:22][CH2:21][CH2:20]1.[Li+].C(=O)([O-])[O-].[K+].[K+].O.